From a dataset of NCI-60 drug combinations with 297,098 pairs across 59 cell lines. Regression. Given two drug SMILES strings and cell line genomic features, predict the synergy score measuring deviation from expected non-interaction effect. (1) Drug 1: CC1=C(C=C(C=C1)NC(=O)C2=CC=C(C=C2)CN3CCN(CC3)C)NC4=NC=CC(=N4)C5=CN=CC=C5. Drug 2: CC1=C2C(C(=O)C3(C(CC4C(C3C(C(C2(C)C)(CC1OC(=O)C(C(C5=CC=CC=C5)NC(=O)C6=CC=CC=C6)O)O)OC(=O)C7=CC=CC=C7)(CO4)OC(=O)C)O)C)OC(=O)C. Cell line: KM12. Synergy scores: CSS=55.9, Synergy_ZIP=12.6, Synergy_Bliss=13.7, Synergy_Loewe=0.740, Synergy_HSA=10.6. (2) Drug 2: C1C(C(OC1N2C=NC(=NC2=O)N)CO)O. Drug 1: CN1CCC(CC1)COC2=C(C=C3C(=C2)N=CN=C3NC4=C(C=C(C=C4)Br)F)OC. Cell line: HOP-62. Synergy scores: CSS=5.38, Synergy_ZIP=-5.16, Synergy_Bliss=-0.419, Synergy_Loewe=-8.29, Synergy_HSA=-2.53. (3) Drug 2: C(CCl)NC(=O)N(CCCl)N=O. Cell line: OVCAR-4. Synergy scores: CSS=37.7, Synergy_ZIP=0.202, Synergy_Bliss=-0.936, Synergy_Loewe=-7.20, Synergy_HSA=-2.39. Drug 1: C1=C(C(=O)NC(=O)N1)F.